Dataset: Full USPTO retrosynthesis dataset with 1.9M reactions from patents (1976-2016). Task: Predict the reactants needed to synthesize the given product. (1) The reactants are: [S:2]([CH2:3][CH2:4][C:5]([NH:7][C:8]1[CH:13]=[CH:12][C:11]([C:14]#[N:15])=[C:10]([C:16]([F:17])([F:18])[F:19])[CH:9]=1)=[O:6])[S:2][CH2:3][CH2:4][C:5]([NH:7][C:8]1[CH:13]=[CH:12][C:11]([C:14]#[N:15])=[C:10]([C:16]([F:19])([F:18])[F:17])[CH:9]=1)=[O:6].S(Cl)(Cl)(=O)=O. Given the product [O:6]=[C:5]1[CH:4]=[CH:3][S:2][N:7]1[C:8]1[CH:13]=[CH:12][C:11]([C:14]#[N:15])=[C:10]([C:16]([F:19])([F:18])[F:17])[CH:9]=1, predict the reactants needed to synthesize it. (2) Given the product [ClH:17].[CH3:16][C:15]1[C:11]([CH2:10][NH:8][NH2:9])=[N:12][O:13][N:14]=1, predict the reactants needed to synthesize it. The reactants are: C(OC([N:8]([CH2:10][C:11]1[C:15]([CH3:16])=[N:14][O:13][N:12]=1)[NH2:9])=O)(C)(C)C.[ClH:17]. (3) Given the product [I-:20].[C:1]([O:5][C:6]([NH:8][C@H:9]([C:10]([O:12][CH3:13])=[O:11])[CH2:14][CH2:15][CH2:16][N+:17]([CH3:21])([CH3:19])[CH3:18])=[O:7])([CH3:4])([CH3:3])[CH3:2], predict the reactants needed to synthesize it. The reactants are: [C:1]([O:5][C:6]([NH:8][C@@H:9]([CH2:14][CH2:15][CH2:16][N:17]([CH3:19])[CH3:18])[C:10]([O:12][CH3:13])=[O:11])=[O:7])([CH3:4])([CH3:3])[CH3:2].[I:20][CH3:21]. (4) Given the product [CH:16]1([N:13]2[C:5]3[N:6]=[C:7]([NH:11][CH3:12])[N:8]=[C:9]([CH3:10])[C:4]=3[CH:3]=[C:2]([B:23]([OH:24])[OH:22])[C:14]2=[O:15])[CH2:20][CH2:19][CH2:18][CH2:17]1, predict the reactants needed to synthesize it. The reactants are: Br[C:2]1[C:14](=[O:15])[N:13]([CH:16]2[CH2:20][CH2:19][CH2:18][CH2:17]2)[C:5]2[N:6]=[C:7]([NH:11][CH3:12])[N:8]=[C:9]([CH3:10])[C:4]=2[CH:3]=1.C[O:22][B:23](OC)[O:24]C.[Li]CCCC.